The task is: Predict which catalyst facilitates the given reaction.. This data is from Catalyst prediction with 721,799 reactions and 888 catalyst types from USPTO. Reactant: [Na].[C:2]([O:6][CH3:7])(=[O:5])[CH2:3][SH:4].C[O:9][C:10](=O)[C:11](Cl)=[CH2:12].Cl. Product: [OH:9][C:10]1[CH:11]=[CH:12][S:4][C:3]=1[C:2]([O:6][CH3:7])=[O:5]. The catalyst class is: 5.